From a dataset of Catalyst prediction with 721,799 reactions and 888 catalyst types from USPTO. Predict which catalyst facilitates the given reaction. (1) Reactant: [C:1]([C:3]1[CH:8]=[CH:7][C:6]([C:9]2[N:14]=[C:13]([NH:15][CH3:16])[N:12]=[C:11]([N:17]3[C@H:22]([CH3:23])[CH2:21][CH2:20][C@H:19]([C:24]([NH:26][CH:27]4[CH2:32][CH2:31][CH2:30][CH2:29][CH2:28]4)=[O:25])[CH2:18]3)[CH:10]=2)=[CH:5][C:4]=1F)#[N:2].O.[NH2:35][NH2:36]. Product: [NH2:2][C:1]1[C:3]2[C:4](=[CH:5][C:6]([C:9]3[N:14]=[C:13]([NH:15][CH3:16])[N:12]=[C:11]([N:17]4[C@H:22]([CH3:23])[CH2:21][CH2:20][C@H:19]([C:24]([NH:26][CH:27]5[CH2:32][CH2:31][CH2:30][CH2:29][CH2:28]5)=[O:25])[CH2:18]4)[CH:10]=3)=[CH:7][CH:8]=2)[NH:36][N:35]=1. The catalyst class is: 14. (2) Reactant: [H-].[Al+3].[Li+].[H-].[H-].[H-].CN(OC)[C:9](=[O:32])[C@H:10]([C@@H:22]([CH3:31])[O:23][Si:24]([C:27]([CH3:30])([CH3:29])[CH3:28])([CH3:26])[CH3:25])[NH:11][C:12]([O:14][CH2:15][C:16]1[CH:21]=[CH:20][CH:19]=[CH:18][CH:17]=1)=[O:13]. Product: [CH2:15]([O:14][C:12]([NH:11][C@H:10]([CH:9]=[O:32])[C@@H:22]([CH3:31])[O:23][Si:24]([C:27]([CH3:28])([CH3:30])[CH3:29])([CH3:25])[CH3:26])=[O:13])[C:16]1[CH:17]=[CH:18][CH:19]=[CH:20][CH:21]=1. The catalyst class is: 237.